From a dataset of Peptide-MHC class II binding affinity with 134,281 pairs from IEDB. Regression. Given a peptide amino acid sequence and an MHC pseudo amino acid sequence, predict their binding affinity value. This is MHC class II binding data. The peptide sequence is LPQILAECARRRLRT. The MHC is HLA-DQA10201-DQB10301 with pseudo-sequence HLA-DQA10201-DQB10301. The binding affinity (normalized) is 0.347.